Dataset: Catalyst prediction with 721,799 reactions and 888 catalyst types from USPTO. Task: Predict which catalyst facilitates the given reaction. (1) Reactant: [O:1]=[C:2]1[CH:6]=[CH:5][C:4](=[O:7])[N:3]1[CH2:8][CH2:9][CH2:10][CH2:11][CH2:12][C:13]([NH:15][CH2:16][CH2:17][C:18]1[C:26]2[C:21](=[CH:22][CH:23]=[C:24]([O:27][CH3:28])[CH:25]=2)[NH:20][CH:19]=1)=[O:14].[NH2:29][C@H:30]([C:33]([OH:35])=[O:34])[CH2:31][SH:32]. Product: [NH2:29][C@@H:30]([CH2:31][S:32][CH:5]1[CH2:6][C:2](=[O:1])[N:3]([CH2:8][CH2:9][CH2:10][CH2:11][CH2:12][C:13]([NH:15][CH2:16][CH2:17][C:18]2[C:26]3[C:21](=[CH:22][CH:23]=[C:24]([O:27][CH3:28])[CH:25]=3)[NH:20][CH:19]=2)=[O:14])[C:4]1=[O:7])[C:33]([OH:35])=[O:34]. The catalyst class is: 9. (2) Reactant: [Br:1][C:2]1[CH:16]=[CH:15][C:5]([CH2:6][C:7]2[CH:12]=[CH:11][C:10]([CH2:13][OH:14])=[CH:9][CH:8]=2)=[CH:4][CH:3]=1.[H-].[Na+].[CH3:19][O:20][CH2:21]Cl.[Cl-].[NH4+]. Product: [Br:1][C:2]1[CH:3]=[CH:4][C:5]([CH2:6][C:7]2[CH:12]=[CH:11][C:10]([CH2:13][O:14][CH2:19][O:20][CH3:21])=[CH:9][CH:8]=2)=[CH:15][CH:16]=1. The catalyst class is: 7. (3) Reactant: Cl.[OH:2][C:3]12[C:14]3[C:9](=[C:10]([N+:15]([O-])=O)[CH:11]=[CH:12][CH:13]=3)[C:8](=[O:18])[C:7]1([NH:19][C:20]([C:22]1[CH:26]=[CH:25][S:24][C:23]=1[O:27][CH3:28])=[O:21])[C:6]1[CH:29]=[CH:30][C:31]([CH:33]([CH3:35])[CH3:34])=[CH:32][C:5]=1[O:4]2. Product: [NH2:15][C:10]1[CH:11]=[CH:12][CH:13]=[C:14]2[C:9]=1[C:8](=[O:18])[C:7]1([NH:19][C:20]([C:22]3[CH:26]=[CH:25][S:24][C:23]=3[O:27][CH3:28])=[O:21])[C:6]3[CH:29]=[CH:30][C:31]([CH:33]([CH3:34])[CH3:35])=[CH:32][C:5]=3[O:4][C:3]12[OH:2]. The catalyst class is: 292. (4) Reactant: [CH3:1][N:2]([CH:4]=O)[CH3:3].[O:6]1[CH:10]=[CH:9][C:8]([C:11]2[C:20](=[O:21])[C:19]3[C:18]4[CH:22]=[CH:23][CH:24]=[CH:25][C:17]=4[CH:16]=[C:15]([O:26][CH2:27][CH2:28][CH3:29])C=3NC=2)=[CH:7]1.[H-].[Na+].CI. Product: [O:6]1[CH:10]=[CH:9][C:8]([C:11]2[C:20](=[O:21])[C:19]3[C:18]4[CH:22]=[CH:23][CH:24]=[CH:25][C:17]=4[CH:16]=[C:15]([O:26][CH2:27][CH2:28][CH3:29])[C:3]=3[N:2]([CH3:1])[CH:4]=2)=[CH:7]1. The catalyst class is: 84. (5) Reactant: [CH:1]1([C@H:7]([NH:15][C:16]([C:18]2[CH:23]=[CH:22][C:21]([N+:24]([O-])=O)=[CH:20][C:19]=2[NH:27][C:28]([NH:30][C:31]2[C:36]([CH3:37])=[CH:35][C:34]([CH3:38])=[CH:33][C:32]=2[CH3:39])=[O:29])=[O:17])[C:8]([O:10][C:11]([CH3:14])([CH3:13])[CH3:12])=[O:9])[CH2:6][CH2:5][CH2:4][CH2:3][CH2:2]1. Product: [NH2:24][C:21]1[CH:22]=[CH:23][C:18]([C:16]([NH:15][C@@H:7]([CH:1]2[CH2:6][CH2:5][CH2:4][CH2:3][CH2:2]2)[C:8]([O:10][C:11]([CH3:14])([CH3:13])[CH3:12])=[O:9])=[O:17])=[C:19]([NH:27][C:28]([NH:30][C:31]2[C:32]([CH3:39])=[CH:33][C:34]([CH3:38])=[CH:35][C:36]=2[CH3:37])=[O:29])[CH:20]=1. The catalyst class is: 63.